From a dataset of NCI-60 drug combinations with 297,098 pairs across 59 cell lines. Regression. Given two drug SMILES strings and cell line genomic features, predict the synergy score measuring deviation from expected non-interaction effect. Drug 1: C1=CC=C(C=C1)NC(=O)CCCCCCC(=O)NO. Drug 2: CC1C(C(CC(O1)OC2CC(OC(C2O)C)OC3=CC4=CC5=C(C(=O)C(C(C5)C(C(=O)C(C(C)O)O)OC)OC6CC(C(C(O6)C)O)OC7CC(C(C(O7)C)O)OC8CC(C(C(O8)C)O)(C)O)C(=C4C(=C3C)O)O)O)O. Cell line: SK-MEL-5. Synergy scores: CSS=48.1, Synergy_ZIP=0.266, Synergy_Bliss=1.92, Synergy_Loewe=-5.67, Synergy_HSA=2.49.